From a dataset of Catalyst prediction with 721,799 reactions and 888 catalyst types from USPTO. Predict which catalyst facilitates the given reaction. (1) Reactant: [Cl:1][C:2]1[S:6][C:5]([C:7]2[O:11][N:10]=[C:9]([CH2:12]O)[CH:8]=2)=[CH:4][CH:3]=1.C1C=CC(P([N:28]=[N+:29]=[N-:30])(C2C=CC=CC=2)=O)=CC=1.C1CCN2C(=NCCC2)CC1. Product: [N:28]([CH2:12][C:9]1[CH:8]=[C:7]([C:5]2[S:6][C:2]([Cl:1])=[CH:3][CH:4]=2)[O:11][N:10]=1)=[N+:29]=[N-:30]. The catalyst class is: 54. (2) Reactant: [Si:1]([O:8][C@@H:9]([C@H:11]1[C:14](=[O:15])[NH:13][C@@H:12]1[CH2:16][C:17]([C:19]1[CH:20]=[C:21]([CH2:25][C:26](O)=[O:27])[CH:22]=[CH:23][CH:24]=1)=[O:18])[CH3:10])([C:4]([CH3:7])([CH3:6])[CH3:5])([CH3:3])[CH3:2].CN.C1COCC1.Cl.[CH2:37]([N:39]=C=NCCCN(C)C)C.[Cl-].[NH4+]. Product: [Si:1]([O:8][C@@H:9]([C@H:11]1[C:14](=[O:15])[NH:13][C@@H:12]1[CH2:16][C:17]([C:19]1[CH:20]=[C:21]([CH2:25][C:26]([NH:39][CH3:37])=[O:27])[CH:22]=[CH:23][CH:24]=1)=[O:18])[CH3:10])([C:4]([CH3:5])([CH3:7])[CH3:6])([CH3:2])[CH3:3]. The catalyst class is: 4. (3) Reactant: [C:1]([C:3]1[CH:8]=[CH:7][CH:6]=[C:5]([S:9][CH2:10][CH2:11][CH2:12][C:13]2[CH:18]=[CH:17][CH:16]=[CH:15][CH:14]=2)[N:4]=1)#[N:2].[C:19](OC)(=[O:27])[C:20]1[C:21](=[CH:23][CH:24]=[CH:25][CH:26]=1)[SH:22].C(N(CC)CC)C. Product: [C:13]1([CH2:12][CH2:11][CH2:10][S:9][C:5]2[N:4]=[C:3]([C:1]3[S:22][C:21]4[CH:23]=[CH:24][CH:25]=[CH:26][C:20]=4[C:19](=[O:27])[N:2]=3)[CH:8]=[CH:7][CH:6]=2)[CH:18]=[CH:17][CH:16]=[CH:15][CH:14]=1. The catalyst class is: 11. (4) Reactant: [C:1]([O:5][C:6]([N:8]1[CH2:13][C@@H:12]([O:14][CH2:15][C@H:16]2[CH2:18][O:17]2)[C@H:11]([C:19]2[CH:24]=[CH:23][C:22]([O:25][CH2:26][CH2:27][CH2:28][O:29][C:30]3[CH:35]=[CH:34][CH:33]=[CH:32][C:31]=3[N+:36]([O-:38])=[O:37])=[CH:21][CH:20]=2)[C@@H:10]([O:39][CH2:40][C:41]2[CH:50]=[C:49]([O:51][CH3:52])[C:48]3[C:43](=[CH:44][CH:45]=[CH:46][CH:47]=3)[CH:42]=2)[CH2:9]1)=[O:7])([CH3:4])([CH3:3])[CH3:2].[NH:53]1[CH:57]=[N:56][CH:55]=[N:54]1.[H-].[Na+]. Product: [C:1]([O:5][C:6]([N:8]1[CH2:9][C@H:10]([O:39][CH2:40][C:41]2[CH:50]=[C:49]([O:51][CH3:52])[C:48]3[C:43](=[CH:44][CH:45]=[CH:46][CH:47]=3)[CH:42]=2)[C@@H:11]([C:19]2[CH:24]=[CH:23][C:22]([O:25][CH2:26][CH2:27][CH2:28][O:29][C:30]3[CH:35]=[CH:34][CH:33]=[CH:32][C:31]=3[N+:36]([O-:38])=[O:37])=[CH:21][CH:20]=2)[C@H:12]([O:14][CH2:15][C@H:16]([OH:17])[CH2:18][N:53]2[CH:57]=[N:56][CH:55]=[N:54]2)[CH2:13]1)=[O:7])([CH3:2])([CH3:3])[CH3:4]. The catalyst class is: 9. (5) Reactant: [NH2:1][C:2](=[S:13])[C@H:3]([NH:5][C:6](=[O:12])[O:7][C:8]([CH3:11])([CH3:10])[CH3:9])[CH3:4].Cl[CH2:15][C:16](=O)[CH3:17]. Product: [CH3:17][C:16]1[N:1]=[C:2]([C@H:3]([NH:5][C:6](=[O:12])[O:7][C:8]([CH3:9])([CH3:11])[CH3:10])[CH3:4])[S:13][CH:15]=1. The catalyst class is: 8. (6) Reactant: C(=O)([O-])[O-].[K+].[K+].C([O:10][CH2:11][C@@H:12]([N:14]1[C:23]2[C:18](=[CH:19][C:20]([F:32])=[C:21]([N:25]3[CH2:30][CH2:29][N:28]([CH3:31])[CH2:27][CH2:26]3)[C:22]=2[F:24])[C:17](=[O:33])[C:16]([C:34]([O:36][CH2:37][CH3:38])=[O:35])=[CH:15]1)[CH3:13])(=O)C.C(O)(=O)C. Product: [F:32][C:20]1[CH:19]=[C:18]2[C:23](=[C:22]([F:24])[C:21]=1[N:25]1[CH2:26][CH2:27][N:28]([CH3:31])[CH2:29][CH2:30]1)[N:14]([C@@H:12]([CH3:13])[CH2:11][OH:10])[CH:15]=[C:16]([C:34]([O:36][CH2:37][CH3:38])=[O:35])[C:17]2=[O:33]. The catalyst class is: 8. (7) Reactant: [CH3:1][C:2]1[CH:3]=[N:4][N:5]([C:7]2([C:10]([O:12]C(C)(C)C)=[O:11])[CH2:9][CH2:8]2)[CH:6]=1.FC(F)(F)C(O)=O. Product: [CH3:1][C:2]1[CH:3]=[N:4][N:5]([C:7]2([C:10]([OH:12])=[O:11])[CH2:8][CH2:9]2)[CH:6]=1. The catalyst class is: 4. (8) Reactant: Cl.[Cl:2][C:3]1[NH:7][C:6]([C:8]2[CH:13]=[CH:12][C:11]([NH:14][C:15](=[O:55])[C@@H:16]([NH:37][C:38]([C@H:40]3[CH2:45][CH2:44][C@H:43]([CH2:46][NH:47]C(=O)OC(C)(C)C)[CH2:42][CH2:41]3)=[O:39])[CH2:17][C:18]3[CH:23]=[CH:22][C:21]([C:24]4[CH:29]=[CH:28][C:27]([S:30](=[O:36])(=[O:35])[NH:31][CH2:32][CH2:33][OH:34])=[CH:26][CH:25]=4)=[CH:20][CH:19]=3)=[CH:10][CH:9]=2)=[N:5][N:4]=1.C(#N)C. Product: [ClH:2].[NH2:47][CH2:46][C@H:43]1[CH2:44][CH2:45][C@H:40]([C:38]([NH:37][C@@H:16]([CH2:17][C:18]2[CH:23]=[CH:22][C:21]([C:24]3[CH:25]=[CH:26][C:27]([S:30](=[O:36])(=[O:35])[NH:31][CH2:32][CH2:33][OH:34])=[CH:28][CH:29]=3)=[CH:20][CH:19]=2)[C:15]([NH:14][C:11]2[CH:10]=[CH:9][C:8]([C:6]3[NH:7][C:3]([Cl:2])=[N:4][N:5]=3)=[CH:13][CH:12]=2)=[O:55])=[O:39])[CH2:41][CH2:42]1. The catalyst class is: 346. (9) Reactant: C[O:2][C:3]([C:5]1[CH2:9][CH:8]([C:10]2[CH:11]=[N:12][C:13]([Br:16])=[CH:14][CH:15]=2)[N:7]([C:17]2[CH:22]=[CH:21][CH:20]=[CH:19][C:18]=2[Cl:23])[N:6]=1)=[O:4].[OH-].[K+].CO. Product: [Br:16][C:13]1[N:12]=[CH:11][C:10]([CH:8]2[N:7]([C:17]3[CH:22]=[CH:21][CH:20]=[CH:19][C:18]=3[Cl:23])[N:6]=[C:5]([C:3]([OH:4])=[O:2])[CH2:9]2)=[CH:15][CH:14]=1. The catalyst class is: 6. (10) The catalyst class is: 174. Product: [Cl:1][C:2]1[CH:7]=[CH:6][C:5]([N+:8]([O-:10])=[O:9])=[CH:4][C:3]=1[O:11][CH2:13][CH2:14][O:15][CH3:16]. Reactant: [Cl:1][C:2]1[CH:7]=[CH:6][C:5]([N+:8]([O-:10])=[O:9])=[CH:4][C:3]=1[OH:11].Br[CH2:13][CH2:14][O:15][CH3:16].C(=O)([O-])[O-].[K+].[K+].C([O-])(O)=O.[Na+].